Dataset: Forward reaction prediction with 1.9M reactions from USPTO patents (1976-2016). Task: Predict the product of the given reaction. (1) Given the reactants [CH2:1]=[CH:2][C:3]1[CH:8]=[CH:7][CH:6]=[CH:5][CH:4]=1.[CH3:9][C:10]([CH2:12][C:13]([CH3:16])([CH3:15])[CH3:14])=[CH2:11].[C:17]([O:21][CH2:22][CH2:23][CH2:24][OH:25])(=[O:20])[CH:18]=[CH2:19].[C:26]([O:31][CH2:32][CH2:33][CH2:34][CH3:35])(=[O:30])[C:27]([CH3:29])=[CH2:28].[C:36]([OH:40])(=[O:39])[CH:37]=[CH2:38].[C:41]([O:45][CH2:46][CH2:47][CH2:48][CH3:49])(=[O:44])[CH:42]=[CH2:43], predict the reaction product. The product is: [CH3:11][C:10]([CH2:12][C:13]([CH3:16])([CH3:15])[CH3:14])=[CH2:9].[C:17]([O:21][CH2:22][CH2:23][CH2:24][OH:25])(=[O:20])[CH:18]=[CH2:19].[C:26]([O:31][CH2:32][CH2:33][CH2:34][CH3:35])(=[O:30])[C:27]([CH3:29])=[CH2:28].[CH2:1]=[CH:2][C:3]1[CH:8]=[CH:7][CH:6]=[CH:5][CH:4]=1.[C:36]([OH:40])(=[O:39])[CH:37]=[CH2:38].[C:41]([O:45][CH2:46][CH2:47][CH2:48][CH3:49])(=[O:44])[CH:42]=[CH2:43]. (2) Given the reactants [Br:1][C:2]1[CH:7]=[CH:6][C:5]([C:8](=O)[CH2:9][C:10](=O)[C:11]([F:14])([F:13])[F:12])=[CH:4][CH:3]=1.O.[NH2:18][NH2:19], predict the reaction product. The product is: [Br:1][C:2]1[CH:7]=[CH:6][C:5]([C:8]2[NH:19][N:18]=[C:10]([C:11]([F:14])([F:13])[F:12])[CH:9]=2)=[CH:4][CH:3]=1. (3) Given the reactants [CH3:1][C@@H:2]1[N:4]([C:5]([O:7][CH2:8][C:9]2[CH:14]=[CH:13][CH:12]=[CH:11][CH:10]=2)=[O:6])[C@H:3]1[C:15]([O:17][CH3:18])=[O:16].[CH3:19][OH:20], predict the reaction product. The product is: [CH3:19][O:20][C@@H:2]([CH3:1])[C@@H:3]([C:15]([O:17][CH3:18])=[O:16])[NH:4][C:5]([O:7][CH2:8][C:9]1[CH:14]=[CH:13][CH:12]=[CH:11][CH:10]=1)=[O:6]. (4) Given the reactants [H-].[Na+].[CH3:3][O:4][C:5]([CH2:7]P(OC)(OC)=O)=[O:6].[CH:14]1([CH2:19][C:20](=O)[CH3:21])[CH2:18][CH2:17][CH2:16][CH2:15]1, predict the reaction product. The product is: [CH:14]1([CH2:19]/[C:20](/[CH3:21])=[CH:7]/[C:5]([O:4][CH3:3])=[O:6])[CH2:18][CH2:17][CH2:16][CH2:15]1. (5) Given the reactants [F:1][C:2]1[CH:7]=[CH:6][C:5]([C:8](=[O:11])[CH2:9][CH3:10])=[C:4]([NH:12][C:13]2[CH:18]=[CH:17][CH:16]=[CH:15][CH:14]=2)[CH:3]=1.Cl[C:20](=[O:25])[C:21]([O:23][CH3:24])=[O:22], predict the reaction product. The product is: [CH3:24][O:23][C:21](=[O:22])[C:20]([N:12]([C:4]1[CH:3]=[C:2]([F:1])[CH:7]=[CH:6][C:5]=1[C:8](=[O:11])[CH2:9][CH3:10])[C:13]1[CH:14]=[CH:15][CH:16]=[CH:17][CH:18]=1)=[O:25]. (6) The product is: [CH2:28]([O:30][C:31](=[O:50])[CH2:32][C:33]1[CH:38]=[CH:37][C:36]([O:39][CH3:40])=[C:35]([C:18]2[C:9]([CH2:8][N:7]([CH2:20][C:21]3[CH:26]=[CH:25][CH:24]=[CH:23][CH:22]=3)[C:6]([O:5][C:1]([CH3:4])([CH3:3])[CH3:2])=[O:27])=[N:10][C:11]3[C:16]([CH:17]=2)=[CH:15][CH:14]=[CH:13][CH:12]=3)[CH:34]=1)[CH3:29]. Given the reactants [C:1]([O:5][C:6](=[O:27])[N:7]([CH2:20][C:21]1[CH:26]=[CH:25][CH:24]=[CH:23][CH:22]=1)[CH2:8][C:9]1[C:18](Br)=[CH:17][C:16]2[C:11](=[CH:12][CH:13]=[CH:14][CH:15]=2)[N:10]=1)([CH3:4])([CH3:3])[CH3:2].[CH2:28]([O:30][C:31](=[O:50])[CH2:32][C:33]1[CH:38]=[CH:37][C:36]([O:39][CH3:40])=[C:35](B2OC(C)(C)C(C)(C)O2)[CH:34]=1)[CH3:29], predict the reaction product. (7) Given the reactants C([O:3][C:4](=[O:46])[C:5]([CH3:45])([O:38][C:39]1[CH:44]=[CH:43][CH:42]=[CH:41][CH:40]=1)[CH2:6][C:7]1[CH:12]=[CH:11][C:10]([O:13][CH2:14][CH2:15][CH:16]2[CH2:20][N:19]([CH2:21][C:22]3[CH:27]=[C:26]([C:28]([F:31])([F:30])[F:29])[CH:25]=[C:24]([C:32]([F:35])([F:34])[F:33])[CH:23]=3)[C:18](=[O:36])[N:17]2[CH3:37])=[CH:9][CH:8]=1)C.[OH-].[Na+].Cl, predict the reaction product. The product is: [F:35][C:32]([F:33])([F:34])[C:24]1[CH:23]=[C:22]([CH:27]=[C:26]([C:28]([F:29])([F:30])[F:31])[CH:25]=1)[CH2:21][N:19]1[CH2:20][CH:16]([CH2:15][CH2:14][O:13][C:10]2[CH:11]=[CH:12][C:7]([CH2:6][C:5]([CH3:45])([O:38][C:39]3[CH:44]=[CH:43][CH:42]=[CH:41][CH:40]=3)[C:4]([OH:46])=[O:3])=[CH:8][CH:9]=2)[N:17]([CH3:37])[C:18]1=[O:36].